This data is from Forward reaction prediction with 1.9M reactions from USPTO patents (1976-2016). The task is: Predict the product of the given reaction. (1) Given the reactants [NH2:1][C:2]1[CH:7]=[CH:6][C:5]([C:8]2[C:12]3[C:13]([NH2:18])=[N:14][CH:15]=[C:16](I)[C:11]=3[S:10][CH:9]=2)=[CH:4][C:3]=1[O:19][CH3:20].[N:21]1([CH2:26][C:27]([NH2:29])=[O:28])[CH2:25][CH2:24][CH2:23][CH2:22]1.P([O-])([O-])([O-])=[O:31].[K+].[K+].[K+].[C@@H]1(N)CCCC[C@H]1N, predict the reaction product. The product is: [C:3]([OH:19])(=[O:28])[CH3:4].[C:27]([OH:28])(=[O:31])[CH3:26].[C:3]([OH:19])(=[O:28])[CH3:4].[NH2:18][C:13]1[C:12]2[C:8]([C:5]3[CH:6]=[CH:7][C:2]([NH2:1])=[C:3]([O:19][CH3:20])[CH:4]=3)=[CH:9][S:10][C:11]=2[C:16]([NH:29][C:27](=[O:28])[CH2:26][N:21]2[CH2:25][CH2:24][CH2:23][CH2:22]2)=[CH:15][N:14]=1. (2) Given the reactants [NH:1]1[C:9]2[C:4](=[CH:5][C:6]([NH:10][C:11](=[O:25])[C:12]3[CH:17]=[CH:16][C:15]([CH3:18])=[N:14][C:13]=3[N:19]3[CH2:24][CH2:23][CH2:22][CH2:21][CH2:20]3)=[CH:7][CH:8]=2)[CH2:3][CH2:2]1.[C:26]([O:30][C:31]([NH:33][C:34]1[N:39]=[C:38]([CH2:40][C:41](O)=[O:42])[CH:37]=[CH:36][CH:35]=1)=[O:32])([CH3:29])([CH3:28])[CH3:27].O.ON1C2C=CC=CC=2N=N1.CN(C)CCCN=C=NCC, predict the reaction product. The product is: [CH3:18][C:15]1[N:14]=[C:13]([N:19]2[CH2:20][CH2:21][CH2:22][CH2:23][CH2:24]2)[C:12]([C:11]([NH:10][C:6]2[CH:5]=[C:4]3[C:9](=[CH:8][CH:7]=2)[N:1]([C:41](=[O:42])[CH2:40][C:38]2[N:39]=[C:34]([NH:33][C:31](=[O:32])[O:30][C:26]([CH3:27])([CH3:28])[CH3:29])[CH:35]=[CH:36][CH:37]=2)[CH2:2][CH2:3]3)=[O:25])=[CH:17][CH:16]=1. (3) Given the reactants Cl[C:2]([O:4][C:5]1[CH:10]=[CH:9][CH:8]=[CH:7][CH:6]=1)=[O:3].[Cl:11][C:12]1[CH:13]=[C:14]([CH:16]=[CH:17][C:18]=1[C:19]([F:22])([F:21])[F:20])[NH2:15].N1C=CC=CC=1, predict the reaction product. The product is: [C:5]1([O:4][C:2](=[O:3])[NH:15][C:14]2[CH:16]=[CH:17][C:18]([C:19]([F:20])([F:21])[F:22])=[C:12]([Cl:11])[CH:13]=2)[CH:10]=[CH:9][CH:8]=[CH:7][CH:6]=1. (4) Given the reactants [N:1]([CH2:4][C@@H:5]([C:14]1[CH:15]=[CH:16][C:17]([O:25]CC2C=CC=CC=2)=[C:18]([NH:20][S:21]([CH3:24])(=[O:23])=[O:22])[CH:19]=1)[O:6][Si:7]([CH2:12][CH3:13])([CH2:10][CH3:11])[CH2:8][CH3:9])=[N+]=[N-].C(Cl)Cl, predict the reaction product. The product is: [NH2:1][CH2:4][C@@H:5]([C:14]1[CH:15]=[CH:16][C:17]([OH:25])=[C:18]([NH:20][S:21]([CH3:24])(=[O:22])=[O:23])[CH:19]=1)[O:6][Si:7]([CH2:10][CH3:11])([CH2:8][CH3:9])[CH2:12][CH3:13].